Dataset: Aqueous solubility values for 9,982 compounds from the AqSolDB database. Task: Regression/Classification. Given a drug SMILES string, predict its absorption, distribution, metabolism, or excretion properties. Task type varies by dataset: regression for continuous measurements (e.g., permeability, clearance, half-life) or binary classification for categorical outcomes (e.g., BBB penetration, CYP inhibition). For this dataset (solubility_aqsoldb), we predict Y. (1) The compound is COC(=O)CS(=O)(=O)c1ccc(Cl)cc1. The Y is -2.38 log mol/L. (2) The Y is -1.94 log mol/L. The compound is O=C(O)c1c[nH]c(=O)[nH]c1=O. (3) The compound is FC(F)(Cl)C(Cl)(Cl)Cl. The Y is -3.31 log mol/L. (4) The drug is Cc1nc(=O)c(C#N)c(NCc2cccnc2)[nH]1. The Y is -2.35 log mol/L. (5) The compound is Cc1c(Cl)cc(N=Nc2c([O-])c(C(=O)[O-])cc3ccccc23)cc1S(=O)(=O)O.[Sr+2]. The Y is -5.31 log mol/L. (6) The molecule is C[C@H](N)c1ccccc1. The Y is -0.460 log mol/L. (7) The compound is CCOC(=O)CC(C)CC(C)(C)C. The Y is -3.82 log mol/L. (8) The drug is O=[N+]([O-])c1ccc(Nc2ccccc2)c([N+](=O)[O-])c1. The Y is -3.83 log mol/L. (9) The molecule is O=S(=O)(c1ccccc1O)c1ccccc1O. The Y is -3.32 log mol/L. (10) The molecule is Clc1cc(Cl)cc(Oc2ccc(Cl)c(Cl)c2Cl)c1. The Y is -7.86 log mol/L.